This data is from Catalyst prediction with 721,799 reactions and 888 catalyst types from USPTO. The task is: Predict which catalyst facilitates the given reaction. Reactant: [Cl:1][C:2]1[CH:7]=[CH:6][C:5]([C:8]2[CH:9]=[N:10][CH:11]=[C:12]3[C:17]=2[N:16]=[C:15]([C:18]([OH:20])=O)[CH:14]=[CH:13]3)=[CH:4][CH:3]=1.C(N(CC)C(C)C)(C)C.F[P-](F)(F)(F)(F)F.N1(OC(N(C)C)=[N+](C)C)C2[N:42]=[CH:43][CH:44]=[CH:45][C:40]=2N=N1.C1(CN)CC1. Product: [Cl:1][C:2]1[CH:3]=[CH:4][C:5]([C:8]2[CH:9]=[N:10][CH:11]=[C:12]3[C:17]=2[N:16]=[C:15]([C:18]([NH:42][CH2:43][CH:44]2[CH2:40][CH2:45]2)=[O:20])[CH:14]=[CH:13]3)=[CH:6][CH:7]=1. The catalyst class is: 9.